The task is: Predict the product of the given reaction.. This data is from Forward reaction prediction with 1.9M reactions from USPTO patents (1976-2016). (1) Given the reactants [N:1]1[CH:6]=[CH:5][CH:4]=[C:3]2/[C:7](=[N:10]\O)/[CH2:8][CH2:9][C:2]=12.[BH4-].[Na+], predict the reaction product. The product is: [N:1]1[CH:6]=[CH:5][CH:4]=[C:3]2[CH:7]([NH2:10])[CH2:8][CH2:9][C:2]=12. (2) Given the reactants Cl.C([O:4][C:5]([C:7]1([NH2:12])[CH2:10][CH:9]([CH3:11])[CH2:8]1)=[O:6])C.[CH3:13][O:14][C:15]1[CH:23]=[CH:22][C:18]([C:19](O)=[O:20])=[CH:17][C:16]=1[O:24][CH2:25][CH2:26][C:27]1[CH:28]=[C:29]([CH3:33])[CH:30]=[CH:31][CH:32]=1, predict the reaction product. The product is: [CH3:13][O:14][C:15]1[CH:23]=[CH:22][C:18]([C:19]([NH:12][C:7]2([C:5]([OH:4])=[O:6])[CH2:8][CH:9]([CH3:11])[CH2:10]2)=[O:20])=[CH:17][C:16]=1[O:24][CH2:25][CH2:26][C:27]1[CH:28]=[C:29]([CH3:33])[CH:30]=[CH:31][CH:32]=1. (3) Given the reactants [Cl:1][C:2]1[CH:7]=[CH:6][CH:5]=[CH:4][C:3]=1/C=C/COCOC.C[N+]1([O-])CC[O:19][CH2:18]C1.[CH3:23][C:24]([CH3:26])=[O:25].C[C:28]([OH:31])(C)C.[OH2:32], predict the reaction product. The product is: [Cl:1][C:2]1[CH:3]=[CH:4][CH:5]=[CH:6][C:7]=1[CH:23]([OH:32])[CH:24]([OH:25])[CH2:26][O:19][CH2:18][O:31][CH3:28]. (4) Given the reactants [C:1]([C:3]1[CH:8]=[CH:7][C:6]([C:9]2[N:13]3[CH:14]=[C:15]([C:18]4[CH:19]=[CH:20][C:21]([C:24]([O:26]C)=O)=[N:22][CH:23]=4)[N:16]=[CH:17][C:12]3=[N:11][CH:10]=2)=[CH:5][CH:4]=1)#[N:2].[OH-].[Na+].Cl.[CH3:31][N:32]1[CH2:37][CH2:36][NH:35][CH2:34][CH2:33]1.CN(C(ON1N=NC2C=CC=CC1=2)=[N+](C)C)C.F[P-](F)(F)(F)(F)F.C1C=CC2N(O)N=NC=2C=1.CCN(C(C)C)C(C)C, predict the reaction product. The product is: [CH3:31][N:32]1[CH2:37][CH2:36][N:35]([C:24]([C:21]2[N:22]=[CH:23][C:18]([C:15]3[N:16]=[CH:17][C:12]4[N:13]([C:9]([C:6]5[CH:7]=[CH:8][C:3]([C:1]#[N:2])=[CH:4][CH:5]=5)=[CH:10][N:11]=4)[CH:14]=3)=[CH:19][CH:20]=2)=[O:26])[CH2:34][CH2:33]1. (5) Given the reactants [OH:1][C:2]1[CH:7]=[CH:6][NH:5][C:4](=[O:8])[CH:3]=1.CS(O[CH:14]1[CH2:19][CH2:18][N:17]([C:20]([O:22][CH:23]([CH3:25])[CH3:24])=[O:21])[CH2:16][CH2:15]1)(=O)=O.C(=O)([O-])[O-].[K+].[K+], predict the reaction product. The product is: [O:8]=[C:4]1[CH:3]=[C:2]([O:1][CH:14]2[CH2:19][CH2:18][N:17]([C:20]([O:22][CH:23]([CH3:25])[CH3:24])=[O:21])[CH2:16][CH2:15]2)[CH:7]=[CH:6][NH:5]1. (6) Given the reactants NC1C=CC(C2C3C(=NC=NC=3N)N([C@H]3CC[C@@H](N4CCN(C)CC4)CC3)N=2)=CC=1.[NH2:31][C:32]1[CH:37]=[C:36]([Cl:38])[CH:35]=[C:34]([Cl:39])[C:33]=1[OH:40].[NH2:41][C:42]1[N:47]=[CH:46][N:45]=[C:44]2[N:48]([C@H:68]3[CH2:73][CH2:72][C@@H:71]([N:74]4[CH2:79][CH2:78][N:77]([CH3:80])[CH2:76][CH2:75]4)[CH2:70][CH2:69]3)[N:49]=[C:50]([C:51]3[CH:56]=[CH:55][C:54]([NH:57][C:58]4OC5C=CC=C(C)C=5N=4)=[CH:53][CH:52]=3)[C:43]=12, predict the reaction product. The product is: [NH2:41][C:42]1[N:47]=[CH:46][N:45]=[C:44]2[N:48]([C@H:68]3[CH2:73][CH2:72][C@@H:71]([N:74]4[CH2:75][CH2:76][N:77]([CH3:80])[CH2:78][CH2:79]4)[CH2:70][CH2:69]3)[N:49]=[C:50]([C:51]3[CH:56]=[CH:55][C:54]([NH:57][C:58]4[O:40][C:33]5[C:34]([Cl:39])=[CH:35][C:36]([Cl:38])=[CH:37][C:32]=5[N:31]=4)=[CH:53][CH:52]=3)[C:43]=12. (7) Given the reactants [C:1]([C:4]1[CH:9]=[CH:8][CH:7]=[CH:6][N:5]=1)(=O)[CH3:2].[NH2:10][C:11]1[CH:16]=[C:15]([N+:17]([O-:19])=[O:18])[CH:14]=[CH:13][C:12]=1[OH:20], predict the reaction product. The product is: [N:5]1[CH:6]=[CH:7][CH:8]=[CH:9][C:4]=1[CH2:1][CH2:2][N:10]=[C:11]1[CH:16]=[C:15]([N+:17]([O-:19])=[O:18])[CH:14]=[CH:13][CH:12]1[OH:20]. (8) Given the reactants [C:1](=[O:12])([O:6][CH:7]1[CH2:11][CH2:10][CH2:9][CH2:8]1)[O:2][CH:3](Cl)[CH3:4].[I-:13].[Na+].C(OCC)C, predict the reaction product. The product is: [C:1](=[O:12])([O:2][CH:3]([I:13])[CH3:4])[O:6][CH:7]1[CH2:11][CH2:10][CH2:9][CH2:8]1.